This data is from TCR-epitope binding with 47,182 pairs between 192 epitopes and 23,139 TCRs. The task is: Binary Classification. Given a T-cell receptor sequence (or CDR3 region) and an epitope sequence, predict whether binding occurs between them. (1) The epitope is SEPVLKGVKL. The TCR CDR3 sequence is CASSEGYTEAFF. Result: 1 (the TCR binds to the epitope). (2) The epitope is LLWNGPMAV. The TCR CDR3 sequence is CASSLRYPPNTGELFF. Result: 1 (the TCR binds to the epitope). (3) The epitope is FLYNLLTRV. The TCR CDR3 sequence is CASSDLNSGEQYF. Result: 0 (the TCR does not bind to the epitope). (4) The epitope is KRWIILGLNK. The TCR CDR3 sequence is CASSSPSGRTYNEQFF. Result: 0 (the TCR does not bind to the epitope). (5) The epitope is FTISVTTEIL. The TCR CDR3 sequence is CASSQDPTTGYGYTF. Result: 1 (the TCR binds to the epitope). (6) The epitope is YLNTLTLAV. The TCR CDR3 sequence is CASSQGVFGEQYF. Result: 0 (the TCR does not bind to the epitope). (7) The epitope is RPRGEVRFL. The TCR CDR3 sequence is CASSPRQGLEGANVLTF. Result: 0 (the TCR does not bind to the epitope).